This data is from Reaction yield outcomes from USPTO patents with 853,638 reactions. The task is: Predict the reaction yield, written as a fraction of the theoretical maximum amount of product (1.0 means a 100% yield; for example, 0.34 means a 34% yield). The reactants are [OH:1][C:2]1[CH:7]=[CH:6][C:5]([C:8]2[CH:13]=[CH:12][C:11]([OH:14])=[CH:10][CH:9]=2)=[CH:4][CH:3]=1.Br[CH2:16][CH2:17][CH2:18][CH2:19][CH2:20][CH2:21][CH2:22][CH2:23][CH2:24][CH:25]=[CH2:26].C([O-])([O-])=O.[K+].[K+].CC(=O)CC. The catalyst is O. The product is [CH2:26]([O:1][C:2]1[CH:3]=[CH:4][C:5]([C:8]2[CH:13]=[CH:12][C:11]([OH:14])=[CH:10][CH:9]=2)=[CH:6][CH:7]=1)[CH2:25][CH2:24][CH2:23][CH2:22][CH2:21][CH2:20][CH2:19][CH2:18][CH:17]=[CH2:16]. The yield is 0.410.